From a dataset of Catalyst prediction with 721,799 reactions and 888 catalyst types from USPTO. Predict which catalyst facilitates the given reaction. (1) Reactant: [C:1]([CH2:3][C:4]([O:6][CH2:7][CH3:8])=[O:5])#[N:2].[F:9][C:10]1[CH:22]=[CH:21][C:13]([CH:14]=[CH:15][C:16]([O:18][CH2:19][CH3:20])=[O:17])=[CH:12][CH:11]=1.[O-]CC.[Na+]. Product: [C:1]([CH:3]([CH:14]([C:13]1[CH:12]=[CH:11][C:10]([F:9])=[CH:22][CH:21]=1)[CH2:15][C:16]([O:18][CH2:19][CH3:20])=[O:17])[C:4]([O:6][CH2:7][CH3:8])=[O:5])#[N:2]. The catalyst class is: 15. (2) Reactant: [I:1][C:2]1[CH:3]=[N:4][NH:5][CH:6]=1.Cl[C:8]1[CH:13]=[CH:12][C:11]([N+:14]([O-:16])=[O:15])=[CH:10][N:9]=1.C(=O)([O-])[O-].[K+].[K+]. Product: [I:1][C:2]1[CH:3]=[N:4][N:5]([C:8]2[CH:13]=[CH:12][C:11]([N+:14]([O-:16])=[O:15])=[CH:10][N:9]=2)[CH:6]=1. The catalyst class is: 35. (3) Reactant: [F:1][C:2]([C:5]1[C:9]([C:10]([F:13])([F:12])[F:11])=[C:8]([C:14]([O:16]CC)=[O:15])[N:7]([CH3:19])[N:6]=1)([CH3:4])[CH3:3].[OH-].[K+].O. Product: [F:1][C:2]([C:5]1[C:9]([C:10]([F:11])([F:12])[F:13])=[C:8]([C:14]([OH:16])=[O:15])[N:7]([CH3:19])[N:6]=1)([CH3:3])[CH3:4]. The catalyst class is: 5. (4) Reactant: [Br:1][C:2]1[CH:7]=[CH:6][C:5]([NH2:8])=[CH:4][C:3]=1[S:9]([C:12]([F:15])([F:14])[F:13])(=[O:11])=[O:10].BrC1C(S(C(F)(F)F)(=O)=O)=CC=CC=1N.[CH3:31][C:32](OC(C)=O)=[O:33]. The catalyst class is: 14. Product: [Br:1][C:2]1[CH:7]=[CH:6][C:5]([NH:8][C:32](=[O:33])[CH3:31])=[CH:4][C:3]=1[S:9]([C:12]([F:13])([F:14])[F:15])(=[O:10])=[O:11]. (5) The catalyst class is: 1. Reactant: [CH2:1]([N:8]1[CH:12]=[CH:11][C:10]([C:13]([O:15]C)=[O:14])=[C:9]1[C:17]1[CH:22]=[CH:21][CH:20]=[CH:19][CH:18]=1)[C:2]1[CH:7]=[CH:6][CH:5]=[CH:4][CH:3]=1.C(O)C.[OH-].[Na+].[OH-].[Li+]. Product: [CH2:1]([N:8]1[CH:12]=[CH:11][C:10]([C:13]([OH:15])=[O:14])=[C:9]1[C:17]1[CH:22]=[CH:21][CH:20]=[CH:19][CH:18]=1)[C:2]1[CH:3]=[CH:4][CH:5]=[CH:6][CH:7]=1.